This data is from Forward reaction prediction with 1.9M reactions from USPTO patents (1976-2016). The task is: Predict the product of the given reaction. (1) Given the reactants [C:1]([O:5][C:6]([N:8]1[CH2:13][CH2:12][N:11]([C:14]2[CH:19]=[CH:18][CH:17]=[C:16](F)[C:15]=2[N+:21]([O-:23])=[O:22])[CH2:10][CH2:9]1)=[O:7])([CH3:4])([CH3:3])[CH3:2].[CH2:24]([NH2:31])[C:25]1[CH:30]=[CH:29][CH:28]=[CH:27][CH:26]=1.C(=O)([O-])[O-].[K+].[K+], predict the reaction product. The product is: [C:1]([O:5][C:6]([N:8]1[CH2:13][CH2:12][N:11]([C:14]2[CH:19]=[CH:18][CH:17]=[C:16]([NH:31][CH2:24][C:25]3[CH:30]=[CH:29][CH:28]=[CH:27][CH:26]=3)[C:15]=2[N+:21]([O-:23])=[O:22])[CH2:10][CH2:9]1)=[O:7])([CH3:4])([CH3:3])[CH3:2]. (2) Given the reactants [C:1]1(=[O:10])[C:4]2([CH2:9][CH2:8][O:7][CH2:6][CH2:5]2)[CH2:3][O:2]1.[Na].[Cl:12][C:13]1[CH:26]=[CH:25][C:16]([O:17][C:18]2[CH:23]=[CH:22][C:21]([SH:24])=[CH:20][CH:19]=2)=[CH:15][CH:14]=1.[H-].[Na+], predict the reaction product. The product is: [Cl:12][C:13]1[CH:26]=[CH:25][C:16]([O:17][C:18]2[CH:23]=[CH:22][C:21]([S:24][CH2:3][C:4]3([C:1]([OH:2])=[O:10])[CH2:9][CH2:8][O:7][CH2:6][CH2:5]3)=[CH:20][CH:19]=2)=[CH:15][CH:14]=1. (3) Given the reactants [F:1][C:2]1[CH:20]=[C:19]([F:21])[CH:18]=[CH:17][C:3]=1[O:4][CH:5]([C:7]1[CH:16]=[CH:15][C:10]([C:11]([O:13]C)=[O:12])=[CH:9][CH:8]=1)[CH3:6].[OH-].[Li+].Cl, predict the reaction product. The product is: [F:1][C:2]1[CH:20]=[C:19]([F:21])[CH:18]=[CH:17][C:3]=1[O:4][CH:5]([C:7]1[CH:16]=[CH:15][C:10]([C:11]([OH:13])=[O:12])=[CH:9][CH:8]=1)[CH3:6]. (4) Given the reactants [CH3:1][O:2][C:3]1[CH:4]=[C:5]2[C:10](=[CH:11][C:12]=1[O:13][CH3:14])[N:9]=[CH:8][N:7]=[C:6]2[O:15][C:16]1[CH:17]=[C:18]([CH:20]=[CH:21][CH:22]=1)[NH2:19].[C:23]([C:27]1[CH:31]=[C:30]([NH:32][C:33](=O)[O:34]C2C=CC=CC=2)[N:29]([C:42]2[CH:43]=[N:44][C:45]([CH3:48])=[CH:46][CH:47]=2)[N:28]=1)([CH3:26])([CH3:25])[CH3:24], predict the reaction product. The product is: [C:23]([C:27]1[CH:31]=[C:30]([NH:32][C:33]([NH:19][C:18]2[CH:20]=[CH:21][CH:22]=[C:16]([O:15][C:6]3[C:5]4[C:10](=[CH:11][C:12]([O:13][CH3:14])=[C:3]([O:2][CH3:1])[CH:4]=4)[N:9]=[CH:8][N:7]=3)[CH:17]=2)=[O:34])[N:29]([C:42]2[CH:43]=[N:44][C:45]([CH3:48])=[CH:46][CH:47]=2)[N:28]=1)([CH3:26])([CH3:25])[CH3:24]. (5) Given the reactants [O:1]=[C:2]1[NH:6][CH:5]([C:7]([OH:9])=O)[CH2:4][NH:3]1.C(N(CC)C(C)C)(C)C.CN(C(ON1N=NC2C=CC=NC1=2)=[N+](C)C)C.F[P-](F)(F)(F)(F)F.[CH3:43][O:44][C:45]1[CH:46]=[C:47]([CH:49]=[CH:50][C:51]=1[C:52]1[O:56][CH:55]=[N:54][CH:53]=1)[NH2:48], predict the reaction product. The product is: [CH3:43][O:44][C:45]1[CH:46]=[C:47]([NH:48][C:7]([CH:5]2[CH2:4][NH:3][C:2](=[O:1])[NH:6]2)=[O:9])[CH:49]=[CH:50][C:51]=1[C:52]1[O:56][CH:55]=[N:54][CH:53]=1. (6) The product is: [OH:1][CH2:2][CH2:3][CH2:4][C:5]1[CH:6]=[C:7]2[C:11](=[CH:12][CH:13]=1)[C:10](=[O:14])[CH2:9][CH2:8]2. Given the reactants [OH:1][CH2:2][C:3]#[C:4][C:5]1[CH:6]=[C:7]2[C:11](=[CH:12][CH:13]=1)[C:10](=[O:14])[CH2:9][CH2:8]2, predict the reaction product. (7) Given the reactants [C:1]1([C:14]2[CH:19]=[CH:18][CH:17]=[CH:16][CH:15]=2)[CH:6]=[CH:5][C:4]([CH:7](Br)[CH:8](Br)[C:9]([OH:11])=[O:10])=[CH:3][CH:2]=1.CC([O-])(C)C.[K+].Cl, predict the reaction product. The product is: [C:1]1([C:14]2[CH:15]=[CH:16][CH:17]=[CH:18][CH:19]=2)[CH:6]=[CH:5][C:4]([C:7]#[C:8][C:9]([OH:11])=[O:10])=[CH:3][CH:2]=1.